Dataset: Full USPTO retrosynthesis dataset with 1.9M reactions from patents (1976-2016). Task: Predict the reactants needed to synthesize the given product. (1) The reactants are: [CH:1]1([C:7]2[C:8]3[CH:9]=[CH:10][C:11]([C:36]([O:38]C)=[O:37])=[CH:12][C:13]=3[N:14]3[CH2:20][C:19]([C:21]([NH:23][CH:24]4[CH2:29][CH2:28][O:27][CH2:26][CH2:25]4)=[O:22])=[CH:18][C:17]4[CH:30]=[C:31]([O:34][CH3:35])[CH:32]=[CH:33][C:16]=4[C:15]=23)[CH2:6][CH2:5][CH2:4][CH2:3][CH2:2]1.CI.[H-].[Na+].[CH3:44]NC(N)=O. Given the product [CH:1]1([C:7]2[C:8]3[CH:9]=[CH:10][C:11]([C:36]([OH:38])=[O:37])=[CH:12][C:13]=3[N:14]3[CH2:20][C:19]([C:21]([N:23]([CH3:44])[CH:24]4[CH2:25][CH2:26][O:27][CH2:28][CH2:29]4)=[O:22])=[CH:18][C:17]4[CH:30]=[C:31]([O:34][CH3:35])[CH:32]=[CH:33][C:16]=4[C:15]=23)[CH2:2][CH2:3][CH2:4][CH2:5][CH2:6]1, predict the reactants needed to synthesize it. (2) Given the product [CH3:19][O:18][C@@H:5]([CH2:6][C:7]1[CH:8]=[CH:9][C:10]([O:13][CH2:14][CH2:15][CH2:16][O:29][C:24]2[CH:25]=[CH:26][CH:27]=[CH:28][C:23]=2[O:22][CH3:21])=[CH:11][CH:12]=1)[C:4]([OH:3])=[O:20], predict the reactants needed to synthesize it. The reactants are: C([O:3][C:4](=[O:20])[C@@H:5]([O:18][CH3:19])[CH2:6][C:7]1[CH:12]=[CH:11][C:10]([O:13][CH2:14][CH2:15][CH2:16]Br)=[CH:9][CH:8]=1)C.[CH3:21][O:22][C:23]1[CH:28]=[CH:27][CH:26]=[CH:25][C:24]=1[OH:29].CO[C@@H](CC1C=CC(OCCCOC2C=CC=CC=2)=CC=1)C(O)=O. (3) Given the product [Br:1][C:2]1[NH:11][C:5]2[N:6]=[CH:7][N:8]=[C:9]([NH:16][C:15]3[CH:17]=[CH:18][C:19]([CH3:20])=[C:13]([OH:12])[CH:14]=3)[C:4]=2[CH:3]=1, predict the reactants needed to synthesize it. The reactants are: [Br:1][C:2]1[NH:11][C:5]2[N:6]=[CH:7][N:8]=[C:9](Cl)[C:4]=2[CH:3]=1.[OH:12][C:13]1[CH:14]=[C:15]([CH:17]=[CH:18][C:19]=1[CH3:20])[NH2:16].C(N(C(C)C)CC)(C)C. (4) Given the product [O:16]=[C:7]([CH2:8][CH2:9][C:10]1[CH:11]=[CH:12][CH:13]=[CH:14][CH:15]=1)[CH2:6][CH2:5][C:4]([OH:17])=[O:3], predict the reactants needed to synthesize it. The reactants are: C([O:3][C:4](=[O:17])[CH2:5][CH2:6][C:7](=[O:16])[CH:8]=[CH:9][C:10]1[CH:15]=[CH:14][CH:13]=[CH:12][CH:11]=1)C. (5) Given the product [C:16]1([CH3:26])[CH:21]=[CH:20][C:19]([S:22]([NH:1][C:2]2[CH:7]=[CH:6][C:5]([CH3:8])=[CH:4][C:3]=2[C:9]2[C:10](=[O:15])[CH2:11][CH2:12][C:13]=2[CH3:14])(=[O:24])=[O:23])=[CH:18][CH:17]=1, predict the reactants needed to synthesize it. The reactants are: [NH2:1][C:2]1[CH:7]=[CH:6][C:5]([CH3:8])=[CH:4][C:3]=1[C:9]1[C:10](=[O:15])[CH2:11][CH2:12][C:13]=1[CH3:14].[C:16]1([CH3:26])[CH:21]=[CH:20][C:19]([S:22](Cl)(=[O:24])=[O:23])=[CH:18][CH:17]=1. (6) Given the product [C:1]([C:5]1[N:6]=[C:7]([N:16]2[CH2:20][CH2:19][C:18]([F:21])([F:22])[CH2:17]2)[C:8]2[C:9](=[N:11][N:12]([CH2:14][C:15]3[CH:50]=[CH:49][C:48]([Cl:51])=[CH:47][CH:46]=3)[N:13]=2)[N:10]=1)([CH3:2])([CH3:3])[CH3:4], predict the reactants needed to synthesize it. The reactants are: [C:1]([C:5]1[N:6]=[C:7]([N:16]2[CH2:20][CH2:19][C:18]([F:22])([F:21])[CH2:17]2)[C:8]2[C:9](=[N:11][N:12]([CH2:14][CH3:15])[N:13]=2)[N:10]=1)([CH3:4])([CH3:3])[CH3:2].C(C1N=C(N2CCC(F)(F)C2)C2N=NNC=2N=1)(C)(C)C.BrCC1[CH:50]=[CH:49][C:48]([Cl:51])=[CH:47][CH:46]=1.